Dataset: Reaction yield outcomes from USPTO patents with 853,638 reactions. Task: Predict the reaction yield, written as a fraction of the theoretical maximum amount of product (1.0 means a 100% yield; for example, 0.34 means a 34% yield). (1) The reactants are [F:1][C:2]1([F:21])[CH2:5][N:4]([C:6]2[C:7]([O:15][CH2:16][C:17]([F:20])([F:19])[F:18])=[CH:8][C:9]([C:12](=[NH:14])[NH2:13])=[N:10][CH:11]=2)[CH2:3]1.Br[CH2:23][C:24](=O)[C:25]([CH3:28])([CH3:27])[CH3:26].C1CCN2C(=NCCC2)CC1. The catalyst is C(O)C. The product is [C:25]([C:24]1[NH:13][C:12]([C:9]2[CH:8]=[C:7]([O:15][CH2:16][C:17]([F:19])([F:18])[F:20])[C:6]([N:4]3[CH2:5][C:2]([F:1])([F:21])[CH2:3]3)=[CH:11][N:10]=2)=[N:14][CH:23]=1)([CH3:28])([CH3:27])[CH3:26]. The yield is 0.190. (2) The reactants are [H-].[H-].[H-].[H-].[Li+].[Al+3].[Na].[C:8]([O:14][CH2:15][C:16]1[CH:21]=[CH:20][CH:19]=[CH:18][CH:17]=1)(=[O:13])[CH2:9][C:10]([O-:12])=[O:11].[H-].[Na+].[C:24]1(=[O:30])[CH2:29][CH2:28][CH2:27][CH:26]=[CH:25]1.Cl. The catalyst is C1COCC1. The product is [CH2:15]([O:14][C:8](=[O:13])[CH:9]([CH:26]1[CH2:27][CH2:28][CH2:29][C:24](=[O:30])[CH2:25]1)[C:10]([O:12][CH2:15][C:16]1[CH:21]=[CH:20][CH:19]=[CH:18][CH:17]=1)=[O:11])[C:16]1[CH:21]=[CH:20][CH:19]=[CH:18][CH:17]=1. The yield is 0.710. (3) The reactants are Br[C:2]1[CH:10]=[CH:9][C:8]([O:11][CH3:12])=[CH:7][C:3]=1[C:4]([OH:6])=[O:5].BrC1C=CC=CC=1C(O)=O.[SH:23][C:24]1[CH:32]=[CH:31][CH:30]=[CH:29][C:25]=1[C:26]([OH:28])=[O:27]. No catalyst specified. The product is [C:26]([C:25]1[CH:29]=[CH:30][CH:31]=[CH:32][C:24]=1[S:23][C:2]1[CH:10]=[CH:9][C:8]([O:11][CH3:12])=[CH:7][C:3]=1[C:4]([OH:6])=[O:5])([OH:28])=[O:27]. The yield is 0.930. (4) The reactants are CO[C:3](=[O:8])[C:4]([O:6][CH3:7])=[O:5].C[O-].[Na+].[CH3:12][S:13][C:14]1[CH:19]=[CH:18][C:17]([C:20](=[O:22])[CH3:21])=[CH:16][CH:15]=1.Cl. The catalyst is C1(C)C=CC=CC=1.C(Cl)Cl.CCCCCC.CCOC(C)=O. The product is [OH:8]/[C:3](=[CH:21]\[C:20]([C:17]1[CH:18]=[CH:19][C:14]([S:13][CH3:12])=[CH:15][CH:16]=1)=[O:22])/[C:4]([O:6][CH3:7])=[O:5]. The yield is 0.790. (5) The reactants are [C:1]([NH:4][C:5]1[CH:9]=[C:8]([C:10]2[CH:15]=[CH:14][C:13]([CH3:16])=[CH:12][CH:11]=2)S[C:6]=1[C:17]([O:19][CH3:20])=[O:18])(=[O:3])[CH3:2]. The catalyst is [Ni]. The product is [CH3:20][O:19][C:17](=[O:18])[CH2:6][CH:5]([CH2:9][CH2:8][C:10]1[CH:11]=[CH:12][C:13]([CH3:16])=[CH:14][CH:15]=1)[NH:4][C:1](=[O:3])[CH3:2]. The yield is 0.991. (6) The reactants are Br[C:2]1[O:6][C:5]([CH3:7])=[C:4]([C:8]([O:10][CH3:11])=[O:9])[CH:3]=1.[Cl:12][C:13]1[CH:14]=[C:15](B(O)O)[CH:16]=[CH:17][CH:18]=1.C(=O)([O-])[O-].[Na+].[Na+].COCCOC. The catalyst is C1C=CC([P]([Pd]([P](C2C=CC=CC=2)(C2C=CC=CC=2)C2C=CC=CC=2)([P](C2C=CC=CC=2)(C2C=CC=CC=2)C2C=CC=CC=2)[P](C2C=CC=CC=2)(C2C=CC=CC=2)C2C=CC=CC=2)(C2C=CC=CC=2)C2C=CC=CC=2)=CC=1.O. The product is [Cl:12][C:13]1[CH:18]=[C:17]([C:2]2[O:6][C:5]([CH3:7])=[C:4]([C:8]([O:10][CH3:11])=[O:9])[CH:3]=2)[CH:16]=[CH:15][CH:14]=1. The yield is 0.920. (7) The reactants are [C:1]([NH:8][C@@H:9]([CH2:13][C:14]1[CH:21]=[C:19]([OH:20])[C:17]([OH:18])=[CH:16][CH:15]=1)[C:10]([OH:12])=[O:11])([O:3][C:4]([CH3:7])([CH3:6])[CH3:5])=[O:2].[OH-].[CH2:23]([N+:27]([CH2:36][CH2:37][CH2:38][CH3:39])([CH2:32][CH2:33][CH2:34][CH3:35])[CH2:28][CH2:29][CH2:30][CH3:31])[CH2:24][CH2:25][CH3:26]. The product is [CH2:36]([N+:27]([CH2:23][CH2:24][CH2:25][CH3:26])([CH2:28][CH2:29][CH2:30][CH3:31])[CH2:32][CH2:33][CH2:34][CH3:35])[CH2:37][CH2:38][CH3:39].[OH:20][C:19]1[CH:21]=[C:14]([CH2:13][C@H:9]([NH:8][C:1]([O:3][C:4]([CH3:7])([CH3:6])[CH3:5])=[O:2])[C:10]([O-:12])=[O:11])[CH:15]=[CH:16][C:17]=1[OH:18]. The yield is 0.830. The catalyst is CO.